From a dataset of Catalyst prediction with 721,799 reactions and 888 catalyst types from USPTO. Predict which catalyst facilitates the given reaction. (1) Reactant: [C:1]1([B-:7]([C:20]2[CH:25]=[CH:24][CH:23]=[CH:22][CH:21]=2)([C:14]2[CH:19]=[CH:18][CH:17]=[CH:16][CH:15]=2)[C:8]2[CH:13]=[CH:12][CH:11]=[CH:10][CH:9]=2)[CH:6]=[CH:5][CH:4]=[CH:3][CH:2]=1.[Na+].[Cl-].[C:28]([NH:33][CH2:34][CH2:35][CH2:36][N+:37]([CH3:40])([CH3:39])[CH3:38])(=[O:32])[C:29]([CH3:31])=[CH2:30]. Product: [C:20]1([B-:7]([C:1]2[CH:2]=[CH:3][CH:4]=[CH:5][CH:6]=2)([C:8]2[CH:9]=[CH:10][CH:11]=[CH:12][CH:13]=2)[C:14]2[CH:19]=[CH:18][CH:17]=[CH:16][CH:15]=2)[CH:21]=[CH:22][CH:23]=[CH:24][CH:25]=1.[C:28]([NH:33][CH2:34][CH2:35][CH2:36][N+:37]([CH3:40])([CH3:38])[CH3:39])(=[O:32])[C:29]([CH3:31])=[CH2:30]. The catalyst class is: 6. (2) Reactant: [Cl:1][C:2]1[CH:3]=[CH:4][C:5]2[N:11]3[C:12]([CH2:15][OH:16])=[CH:13][CH:14]=[C:10]3[C@@H:9]([CH2:17][CH2:18][C:19]([O:21]C)=[O:20])[O:8][C@H:7]([C:23]3[CH:28]=[CH:27][CH:26]=[C:25]([O:29][CH3:30])[C:24]=3[O:31][CH3:32])[C:6]=2[CH:33]=1. Product: [Cl:1][C:2]1[CH:3]=[CH:4][C:5]2[N:11]3[C:12]([CH2:15][OH:16])=[CH:13][CH:14]=[C:10]3[C@@H:9]([CH2:17][CH2:18][C:19]([OH:21])=[O:20])[O:8][C@H:7]([C:23]3[CH:28]=[CH:27][CH:26]=[C:25]([O:29][CH3:30])[C:24]=3[O:31][CH3:32])[C:6]=2[CH:33]=1. The catalyst class is: 5. (3) Reactant: [CH2:1]1[C:9]2[C:4](=[CH:5][CH:6]=[CH:7][CH:8]=2)[CH2:3][NH:2]1.[N:10]([C:13]1[CH:22]=[CH:21][C:16]([C:17]([O:19][CH3:20])=[O:18])=[CH:15][CH:14]=1)=[C:11]=[O:12]. Product: [CH2:1]1[C:9]2[C:4](=[CH:5][CH:6]=[CH:7][CH:8]=2)[CH2:3][N:2]1[C:11]([NH:10][C:13]1[CH:22]=[CH:21][C:16]([C:17]([O:19][CH3:20])=[O:18])=[CH:15][CH:14]=1)=[O:12]. The catalyst class is: 7. (4) Reactant: [C:1]([C:4]1[CH:5]=[C:6]([CH:30]=[CH:31][CH:32]=1)/[CH:7]=[C:8]1/[C:9](=[O:29])[C@:10]2([CH2:25][CH2:24][C@H:23]3[C@@H:14]([CH2:15][CH2:16][C:17]4[CH:18]=[C:19]([C:26]([NH2:28])=[O:27])[CH:20]=[CH:21][C:22]=43)[C@@H:12]2[CH2:13]/1)[CH3:11])(=[O:3])[NH2:2].[BH4-].[Na+]. Product: [C:1]([C:4]1[CH:5]=[C:6]([CH:30]=[CH:31][CH:32]=1)/[CH:7]=[C:8]1/[C@H:9]([OH:29])[C@:10]2([CH2:25][CH2:24][C@H:23]3[C@@H:14]([CH2:15][CH2:16][C:17]4[CH:18]=[C:19]([C:26]([NH2:28])=[O:27])[CH:20]=[CH:21][C:22]=43)[C@@H:12]2[CH2:13]/1)[CH3:11])(=[O:3])[NH2:2]. The catalyst class is: 100. (5) Reactant: [CH2:1](N(CC)CC)C.B.Cl.[CH3:10][O:11][C:12]1[CH:17]=[CH:16][CH:15]=[CH:14][C:13]=1[N:18]1[CH2:23][CH2:22][N:21]([CH2:24][CH2:25][NH2:26])[CH2:20][CH2:19]1. Product: [CH3:10][O:11][C:12]1[CH:17]=[CH:16][CH:15]=[CH:14][C:13]=1[N:18]1[CH2:19][CH2:20][N:21]([CH2:24][C@H:25]([NH2:26])[CH3:1])[CH2:22][CH2:23]1. The catalyst class is: 7. (6) The catalyst class is: 53. Product: [C:9]([S:11][CH:17]([C:18]1[CH:23]=[CH:22][CH:21]=[CH:20][CH:19]=1)[CH3:16])(=[S:10])[C:8]1[CH:7]=[CH:15][CH:14]=[CH:13][CH:12]=1. Reactant: C1([C:7]2[CH:15]=[CH:14][CH:13]=[CH:12][C:8]=2[C:9]([SH:11])=[S:10])C=CC=CC=1.[CH2:16]=[CH:17][C:18]1[CH:23]=[CH:22][CH:21]=[CH:20][CH:19]=1.